From a dataset of Peptide-MHC class I binding affinity with 185,985 pairs from IEDB/IMGT. Regression. Given a peptide amino acid sequence and an MHC pseudo amino acid sequence, predict their binding affinity value. This is MHC class I binding data. The peptide sequence is SLYEKSGSV. The MHC is HLA-A02:01 with pseudo-sequence HLA-A02:01. The binding affinity (normalized) is 0.872.